Dataset: Forward reaction prediction with 1.9M reactions from USPTO patents (1976-2016). Task: Predict the product of the given reaction. (1) The product is: [Cl:4][CH2:1][CH2:2][CH2:3][Si:15]([O:19][CH2:20][CH3:21])([O:16][CH2:17][CH3:18])[O:14][CH2:12][CH3:13]. Given the reactants [CH2:1]([Cl:4])[CH:2]=[CH2:3].CO[SiH](OC)OC.[CH2:12]([O:14][SiH:15]([O:19][CH2:20][CH3:21])[O:16][CH2:17][CH3:18])[CH3:13], predict the reaction product. (2) Given the reactants [Cl:1][C:2]1[NH:3][CH:4]=[C:5]([N+:7]([O-:9])=[O:8])[N:6]=1.[CH3:10][C:11]1([CH2:14][N:15]2[N:19]=[C:18]([C:20]3[CH:25]=[CH:24][C:23]([O:26][C:27]([F:30])([F:29])[F:28])=[CH:22][CH:21]=3)[O:17][C:16]2=[O:31])[CH2:13][O:12]1.C(=O)([O-])O.[Na+].O, predict the reaction product. The product is: [Cl:1][C:2]1[N:3]([CH2:13][C:11]([OH:12])([CH3:10])[CH2:14][N:15]2[N:19]=[C:18]([C:20]3[CH:21]=[CH:22][C:23]([O:26][C:27]([F:30])([F:28])[F:29])=[CH:24][CH:25]=3)[O:17][C:16]2=[O:31])[CH:4]=[C:5]([N+:7]([O-:9])=[O:8])[N:6]=1. (3) Given the reactants [Cl:1][C:2]1[CH:3]=[C:4]([NH:8][C:9]2[CH:14]=[C:13]([NH:15][CH:16]3[CH2:21][CH2:20][NH:19][CH2:18][CH2:17]3)[N:12]3[N:22]=[CH:23][C:24]([CH:25]=[C:26]4[NH:30][C:29](=[O:31])[NH:28][C:27]4=[O:32])=[C:11]3[N:10]=2)[CH:5]=[CH:6][CH:7]=1.CC(O)=O.[CH3:37][C:38]([CH3:40])=O.C(O[BH-](OC(=O)C)OC(=O)C)(=O)C.[Na+].C(=O)(O)[O-].[Na+], predict the reaction product. The product is: [Cl:1][C:2]1[CH:3]=[C:4]([NH:8][C:9]2[CH:14]=[C:13]([NH:15][CH:16]3[CH2:21][CH2:20][N:19]([CH:38]([CH3:40])[CH3:37])[CH2:18][CH2:17]3)[N:12]3[N:22]=[CH:23][C:24]([CH:25]=[C:26]4[NH:30][C:29](=[O:31])[NH:28][C:27]4=[O:32])=[C:11]3[N:10]=2)[CH:5]=[CH:6][CH:7]=1.